This data is from Forward reaction prediction with 1.9M reactions from USPTO patents (1976-2016). The task is: Predict the product of the given reaction. (1) The product is: [F:19][C:16]1[CH:17]=[CH:18][C:13]([O:12][CH2:11][C:9]2[N:10]=[C:5]3[N:4]=[CH:3][C:2]([C:22]4[CH:23]=[CH:24][CH:25]=[CH:26][C:21]=4[OH:20])=[CH:7][N:6]3[CH:8]=2)=[CH:14][CH:15]=1. Given the reactants Br[C:2]1[CH:3]=[N:4][C:5]2[N:6]([CH:8]=[C:9]([CH2:11][O:12][C:13]3[CH:18]=[CH:17][C:16]([F:19])=[CH:15][CH:14]=3)[N:10]=2)[CH:7]=1.[OH:20][C:21]1[CH:26]=[CH:25][CH:24]=[CH:23][C:22]=1B(O)O, predict the reaction product. (2) Given the reactants N[C:2]1[CH:11]=[CH:10][C:9]([CH3:12])=[C:8]2[C:3]=1[C:4](=[O:14])[CH:5]=[C:6]([CH3:13])[O:7]2.N([O-])=O.[Na+].C(=O)(O)[O-].[Na+].[Cu][C:25]#[N:26].[C-]#N.[Na+], predict the reaction product. The product is: [CH3:13][C:6]1[O:7][C:8]2[C:9]([CH3:12])=[CH:10][CH:11]=[C:2]([C:25]#[N:26])[C:3]=2[C:4](=[O:14])[CH:5]=1.